Dataset: TCR-epitope binding with 47,182 pairs between 192 epitopes and 23,139 TCRs. Task: Binary Classification. Given a T-cell receptor sequence (or CDR3 region) and an epitope sequence, predict whether binding occurs between them. (1) The epitope is KAYNVTQAF. The TCR CDR3 sequence is CASSPRKREVEETQYF. Result: 1 (the TCR binds to the epitope). (2) The epitope is VLWAHGFEL. The TCR CDR3 sequence is CASWEGGTVGVTQYF. Result: 0 (the TCR does not bind to the epitope). (3) The epitope is SLFNTVATLY. The TCR CDR3 sequence is CSVRTAISTDTQYF. Result: 0 (the TCR does not bind to the epitope). (4) The epitope is GILGFVFTL. The TCR CDR3 sequence is CASALGGYNEQFF. Result: 1 (the TCR binds to the epitope). (5) The epitope is ILGLPTQTV. The TCR CDR3 sequence is CASSEIPGATYTQYF. Result: 1 (the TCR binds to the epitope). (6) The epitope is GTSGSPIIDK. The TCR CDR3 sequence is CASSLERLQETQYF. Result: 0 (the TCR does not bind to the epitope).